From a dataset of Peptide-MHC class II binding affinity with 134,281 pairs from IEDB. Regression. Given a peptide amino acid sequence and an MHC pseudo amino acid sequence, predict their binding affinity value. This is MHC class II binding data. (1) The binding affinity (normalized) is 0.400. The MHC is HLA-DPA10301-DPB10402 with pseudo-sequence HLA-DPA10301-DPB10402. The peptide sequence is FLFQRAVAREAIIAL. (2) The peptide sequence is GGWWLTFGQILGLAQ. The MHC is DRB1_0401 with pseudo-sequence DRB1_0401. The binding affinity (normalized) is 0.327. (3) The peptide sequence is AKLMRDIPFRVGAVV. The MHC is DRB3_0202 with pseudo-sequence DRB3_0202. The binding affinity (normalized) is 0.638. (4) The peptide sequence is SPHHKKLAQAVMEMT. The MHC is HLA-DQA10201-DQB10303 with pseudo-sequence HLA-DQA10201-DQB10303. The binding affinity (normalized) is 0.343. (5) The peptide sequence is LGGLWKTVSPHLSPI. The MHC is DRB1_0101 with pseudo-sequence DRB1_0101. The binding affinity (normalized) is 0.229. (6) The peptide sequence is PCLFMRTVSHVILHG. The MHC is DRB5_0101 with pseudo-sequence DRB5_0101. The binding affinity (normalized) is 0.504.